From a dataset of Full USPTO retrosynthesis dataset with 1.9M reactions from patents (1976-2016). Predict the reactants needed to synthesize the given product. (1) Given the product [S:12]1[CH:16]=[CH:15][CH:14]=[C:13]1[C:3]1[CH:2]=[C:1]([CH:8]=[CH:7][CH:9]=1)[CH2:10][NH:11][C:1]12[CH2:8][CH:7]3[CH2:6][CH:5]([CH2:4][CH:3]([CH2:9]3)[CH2:2]1)[CH2:10]2, predict the reactants needed to synthesize it. The reactants are: [C:1]12([NH2:11])[CH2:10][CH:5]3[CH2:6][CH:7]([CH2:9][CH:3]([CH2:4]3)[CH2:2]1)[CH2:8]2.[S:12]1[CH:16]=[CH:15][CH:14]=[C:13]1[B-](F)(F)F.[K+]. (2) Given the product [OH:18][C:4]1[C:3]([NH:2][N:19]=[C:35]2[C:36](=[O:37])[N:32]([C:28]3[CH:27]=[C:26]4[C:31](=[CH:30][CH:29]=3)[CH2:23][CH2:24][CH2:25]4)[N:33]=[C:34]2[CH3:38])=[CH:8][C:7]([CH3:9])=[CH:6][C:5]=1[C:10]1[S:14][C:13]([C:15]([OH:17])=[O:16])=[CH:12][CH:11]=1, predict the reactants needed to synthesize it. The reactants are: Br.[NH2:2][C:3]1[C:4]([OH:18])=[C:5]([C:10]2[S:14][C:13]([C:15]([OH:17])=[O:16])=[CH:12][CH:11]=2)[CH:6]=[C:7]([CH3:9])[CH:8]=1.[N:19]([O-])=O.[Na+].[CH2:23]1[C:31]2[C:26](=[CH:27][C:28]([N:32]3[C:36](=[O:37])[CH2:35][C:34]([CH3:38])=[N:33]3)=[CH:29][CH:30]=2)[CH2:25][CH2:24]1.C(=O)(O)[O-].[Na+]. (3) Given the product [NH2:14][C:7]1[C:8]([O:12][CH3:13])=[C:9]([NH:11][S:23]([N:22]([CH3:27])[CH3:21])(=[O:25])=[O:24])[CH:10]=[C:5]([C:1]([CH3:4])([CH3:2])[CH3:3])[CH:6]=1, predict the reactants needed to synthesize it. The reactants are: [C:1]([C:5]1[CH:6]=[C:7]([NH2:14])[C:8]([O:12][CH3:13])=[C:9]([NH2:11])[CH:10]=1)([CH3:4])([CH3:3])[CH3:2].N1C=CC=CC=1.[CH3:21][N:22]([CH3:27])[S:23](Cl)(=[O:25])=[O:24]. (4) Given the product [Cl:31][C:30]([C:14]1[O:13][CH:12]([CH3:11])[CH2:21][N:20]2[C:16](=[N:17][C:18]3[C:25]([CH3:26])=[CH:24][CH:23]=[CH:22][C:19]=32)[C:15]=1[CH3:27])=[CH2:29], predict the reactants needed to synthesize it. The reactants are: C1(C)C=CC(S(O[CH2:11][CH:12]2[CH2:21][N:20]3[C:16](=[N:17][C:18]4[C:25]([CH3:26])=[CH:24][CH:23]=[CH:22][C:19]=43)[C:15]3[CH:27]=C[CH:29]=[C:30]([Cl:31])[C:14]=3[O:13]2)(=O)=O)=CC=1.[H-].[H-].[H-].[H-].[Li+].[Al+3]. (5) Given the product [O:1]1[CH2:6][CH2:5][O:4][CH2:3][C@@H:2]1[CH2:7][S:8][C:9]([CH3:14])([CH3:13])[C:10]([NH:38][C:36]1[O:35][N:34]=[C:33]([C:22]([CH3:21])([C@@H:24]([O:26][CH:27]2[CH2:32][CH2:31][CH2:30][CH2:29][O:28]2)[CH3:25])[CH3:23])[CH:37]=1)=[O:12], predict the reactants needed to synthesize it. The reactants are: [O:1]1[CH2:6][CH2:5][O:4][CH2:3][C@@H:2]1[CH2:7][S:8][C:9]([CH3:14])([CH3:13])[C:10]([OH:12])=O.C(Cl)(=O)C(Cl)=O.[CH3:21][C:22]([C:33]1[CH:37]=[C:36]([NH2:38])[O:35][N:34]=1)([C@@H:24]([O:26][CH:27]1[CH2:32][CH2:31][CH2:30][CH2:29][O:28]1)[CH3:25])[CH3:23].C(N(CC)C(C)C)(C)C. (6) Given the product [CH3:14][S:15][C:2]1[CH:10]=[CH:9][C:8]([N+:11]([O-:13])=[O:12])=[CH:7][C:3]=1[C:4]([OH:6])=[O:5], predict the reactants needed to synthesize it. The reactants are: F[C:2]1[CH:10]=[CH:9][C:8]([N+:11]([O-:13])=[O:12])=[CH:7][C:3]=1[C:4]([OH:6])=[O:5].[CH3:14][S-:15].[Na+].Cl.